This data is from Reaction yield outcomes from USPTO patents with 853,638 reactions. The task is: Predict the reaction yield, written as a fraction of the theoretical maximum amount of product (1.0 means a 100% yield; for example, 0.34 means a 34% yield). (1) The reactants are CN(C)C=O.[C:6]([O:10][C:11]([NH:13][C:14]1([CH3:22])[C:18]2([CH2:20][CH2:19]2)[C:17](=[O:21])[NH:16][CH2:15]1)=[O:12])([CH3:9])([CH3:8])[CH3:7].[H-].[Na+].[CH2:25](Br)[C:26]1[CH:31]=[CH:30][CH:29]=[CH:28][CH:27]=1. The catalyst is C(OCC)(=O)C. The product is [CH2:25]([N:16]1[CH2:15][C:14]([NH:13][C:11]([O:10][C:6]([CH3:9])([CH3:7])[CH3:8])=[O:12])([CH3:22])[C:18]2([CH2:19][CH2:20]2)[C:17]1=[O:21])[C:26]1[CH:31]=[CH:30][CH:29]=[CH:28][CH:27]=1. The yield is 0.980. (2) The reactants are C(=O)([O-])[O-].[Na+].[Na+].[CH:7]([S:10]([C:13]1[CH:18]=[CH:17][C:16]([C:19]2[N:24]=[C:23]([C:25]#[C:26][Si](C)(C)C)[CH:22]=[N:21][CH:20]=2)=[CH:15][CH:14]=1)(=[O:12])=[O:11])([CH3:9])[CH3:8]. The catalyst is CO.CCOC(C)=O.O. The product is [C:25]([C:23]1[CH:22]=[N:21][CH:20]=[C:19]([C:16]2[CH:17]=[CH:18][C:13]([S:10]([CH:7]([CH3:9])[CH3:8])(=[O:12])=[O:11])=[CH:14][CH:15]=2)[N:24]=1)#[CH:26]. The yield is 0.980. (3) The reactants are [F:1][C:2]([F:13])([F:12])[C:3]1[N:8]=[CH:7][C:6]([C:9](O)=[O:10])=[CH:5][N:4]=1.O1CCCC1.B. The catalyst is O1CCCC1. The product is [OH:10][CH2:9][C:6]1[CH:5]=[N:4][C:3]([C:2]([F:13])([F:12])[F:1])=[N:8][CH:7]=1. The yield is 0.310. (4) The reactants are [CH3:1][CH:2]1[CH2:4][CH:3]1[CH2:5][O:6][C:7]1[CH:14]=[CH:13][CH:12]=[C:11]([N+:15]([O-])=O)[C:8]=1[C:9]#[N:10]. The catalyst is CCOC(C)=O.CCO.[Pd]. The product is [NH2:15][C:11]1[CH:12]=[CH:13][CH:14]=[C:7]([O:6][CH2:5][CH:3]2[CH2:4][CH:2]2[CH3:1])[C:8]=1[C:9]#[N:10]. The yield is 0.790.